From a dataset of Catalyst prediction with 721,799 reactions and 888 catalyst types from USPTO. Predict which catalyst facilitates the given reaction. (1) Reactant: [CH3:1][C:2]1[CH:7]=[C:6]([C:8]2[C:16]3[C:11](=[CH:12][C:13]([NH:19][C:20](=[O:22])[CH3:21])=[C:14]([CH:17]=C)[CH:15]=3)[N:10]([C:23]([C:36]3[CH:41]=[CH:40][CH:39]=[CH:38][CH:37]=3)([C:30]3[CH:35]=[CH:34][CH:33]=[CH:32][CH:31]=3)[C:24]3[CH:29]=[CH:28][CH:27]=[CH:26][CH:25]=3)[N:9]=2)[CH:5]=[CH:4][N:3]=1.I([O-])(=O)(=O)=[O:43].[Na+]. Product: [CH:17]([C:14]1[CH:15]=[C:16]2[C:11](=[CH:12][C:13]=1[NH:19][C:20](=[O:22])[CH3:21])[N:10]([C:23]([C:24]1[CH:25]=[CH:26][CH:27]=[CH:28][CH:29]=1)([C:30]1[CH:31]=[CH:32][CH:33]=[CH:34][CH:35]=1)[C:36]1[CH:37]=[CH:38][CH:39]=[CH:40][CH:41]=1)[N:9]=[C:8]2[C:6]1[CH:5]=[CH:4][N:3]=[C:2]([CH3:1])[CH:7]=1)=[O:43]. The catalyst class is: 822. (2) Product: [CH3:23][O:24][C:25]1[CH:33]=[CH:32][C:28]([CH2:29][N:30]([CH3:31])[C:13]2[CH:12]=[C:11]3[C:16]([CH:17]=[C:8]([C:6]4[CH:7]=[C:2]([NH2:1])[C:3]([F:22])=[CH:4][C:5]=4[CH3:21])[C:9](=[O:20])[N:10]3[CH3:19])=[CH:15][N:14]=2)=[CH:27][CH:26]=1. Reactant: [NH2:1][C:2]1[C:3]([F:22])=[CH:4][C:5]([CH3:21])=[C:6]([C:8]2[C:9](=[O:20])[N:10]([CH3:19])[C:11]3[C:16]([CH:17]=2)=[CH:15][N:14]=[C:13](Cl)[CH:12]=3)[CH:7]=1.[CH3:23][O:24][C:25]1[CH:33]=[CH:32][C:28]([CH2:29][NH:30][CH3:31])=[CH:27][CH:26]=1.C1CCN2C(=NCCC2)CC1. The catalyst class is: 37. (3) Reactant: [OH:1][CH2:2][CH2:3][O:4][C:5]1[C:10]([CH3:11])=[CH:9][C:8]([C:12]2[NH:21][C:20](=[O:22])[C:19]3[C:14](=[CH:15][C:16]([O:25][CH3:26])=[CH:17][C:18]=3[O:23][CH3:24])[N:13]=2)=[CH:7][C:6]=1[CH3:27].[CH2:28]([N:31]=[C:32]=[O:33])[CH2:29][CH3:30]. Product: [CH2:28]([NH:31][C:32](=[O:33])[O:1][CH2:2][CH2:3][O:4][C:5]1[C:10]([CH3:11])=[CH:9][C:8]([C:12]2[NH:21][C:20](=[O:22])[C:19]3[C:14](=[CH:15][C:16]([O:25][CH3:26])=[CH:17][C:18]=3[O:23][CH3:24])[N:13]=2)=[CH:7][C:6]=1[CH3:27])[CH2:29][CH3:30]. The catalyst class is: 1. (4) Reactant: [OH:1][CH:2]([C:18]1[C:27]2[C:22](=[CH:23][CH:24]=[CH:25][CH:26]=2)[CH:21]=[CH:20][CH:19]=1)[CH:3]([CH2:7][C:8]1[CH:13]=[CH:12][C:11]([C:14]([F:17])([F:16])[F:15])=[CH:10][CH:9]=1)C(O)=O.C1(P(N=[N+]=[N-])(C2C=CC=CC=2)=[O:35])C=CC=CC=1.C([N:47]([CH2:50]C)CC)C. Product: [C:18]1([CH:2]2[O:1][C:50](=[O:35])[NH:47][CH:3]2[CH2:7][C:8]2[CH:9]=[CH:10][C:11]([C:14]([F:15])([F:17])[F:16])=[CH:12][CH:13]=2)[C:27]2[C:22](=[CH:23][CH:24]=[CH:25][CH:26]=2)[CH:21]=[CH:20][CH:19]=1. The catalyst class is: 30.